Dataset: Catalyst prediction with 721,799 reactions and 888 catalyst types from USPTO. Task: Predict which catalyst facilitates the given reaction. (1) Reactant: [CH2:1]1[CH2:6][CH2:5][C:4]2([NH:12][C:10](=[O:11])[NH:9][C:7]2=[O:8])[CH2:3][CH2:2]1.[H-].[Na+].[C:15]1([C:25](Cl)=[O:26])[C:24]2[C:19](=[CH:20][CH:21]=[CH:22][CH:23]=2)[CH:18]=[CH:17][CH:16]=1. Product: [C:15]1([C:25]([N:9]2[C:7](=[O:8])[C:4]3([CH2:3][CH2:2][CH2:1][CH2:6][CH2:5]3)[NH:12][C:10]2=[O:11])=[O:26])[C:24]2[C:19](=[CH:20][CH:21]=[CH:22][CH:23]=2)[CH:18]=[CH:17][CH:16]=1. The catalyst class is: 7. (2) Reactant: [CH3:1][O:2][C:3]1[CH:4]=[C:5]2[C:10](=[CH:11][C:12]=1[O:13][CH2:14][CH2:15][CH2:16][C:17]1[CH:22]=[CH:21][N:20]=[CH:19][CH:18]=1)[N:9]=[CH:8][N:7]=[C:6]2[NH:23][C:24]1[C:25]([CH:27]=[C:28]([O:32][C:33]2C=CC=CC=2)[C:29](=[O:31])[CH:30]=1)=[O:26].CO.C(N(CC)CC)C. The catalyst class is: 2. Product: [CH3:33][O:32][C:28]1[C:29]([CH:30]=[C:24]([NH:23][C:6]2[C:5]3[C:10](=[CH:11][C:12]([O:13][CH2:14][CH2:15][CH2:16][C:17]4[CH:22]=[CH:21][N:20]=[CH:19][CH:18]=4)=[C:3]([O:2][CH3:1])[CH:4]=3)[N:9]=[CH:8][N:7]=2)[C:25](=[O:26])[CH:27]=1)=[O:31].